From a dataset of Forward reaction prediction with 1.9M reactions from USPTO patents (1976-2016). Predict the product of the given reaction. (1) Given the reactants FC(F)(F)S(O[C:7]1[C:8]2[C:17]([C:18]3[CH:23]=[CH:22][CH:21]=[CH:20][CH:19]=3)=[C:16]([C:24]3[CH:29]=[CH:28][C:27]([C:30]4([NH:34][C:35]([O:37][C:38]([CH3:41])([CH3:40])[CH3:39])=[O:36])[CH2:33][CH2:32][CH2:31]4)=[CH:26][CH:25]=3)[O:15][C:9]=2[N:10]=[C:11]([S:13][CH3:14])[N:12]=1)(=O)=O.[CH2:44]([NH2:46])[CH3:45], predict the reaction product. The product is: [CH2:44]([NH:46][C:7]1[C:8]2[C:17]([C:18]3[CH:23]=[CH:22][CH:21]=[CH:20][CH:19]=3)=[C:16]([C:24]3[CH:29]=[CH:28][C:27]([C:30]4([NH:34][C:35](=[O:36])[O:37][C:38]([CH3:39])([CH3:41])[CH3:40])[CH2:31][CH2:32][CH2:33]4)=[CH:26][CH:25]=3)[O:15][C:9]=2[N:10]=[C:11]([S:13][CH3:14])[N:12]=1)[CH3:45]. (2) Given the reactants Cl.[NH2:2][C@@H:3]1[C@@H:9]2[CH2:10][CH2:11][C@@H:5]([C@@H:6]3[C@H:8]2[CH2:7]3)[C@@H:4]1[C:12]([O:14][CH3:15])=[O:13].C([O-])(=O)C.[Na+].[F:21][C:22]1[CH:29]=[CH:28][C:25]([CH:26]=O)=[CH:24][CH:23]=1.C([BH3-])#N.[Na+].C(=O)(O)[O-].[Na+], predict the reaction product. The product is: [F:21][C:22]1[CH:29]=[CH:28][C:25]([CH2:26][NH:2][C@@H:3]2[C@@H:9]3[CH2:10][CH2:11][C@@H:5]([C@@H:6]4[C@H:8]3[CH2:7]4)[C@@H:4]2[C:12]([O:14][CH3:15])=[O:13])=[CH:24][CH:23]=1. (3) Given the reactants [CH3:1][O:2][C:3]1[C:8]([CH3:9])=[CH:7][C:6]([CH2:10][CH2:11][C:12]#[N:13])=[CH:5][CH:4]=1.C([O-])(=O)C.[Na+].[Br:19]Br.O, predict the reaction product. The product is: [Br:19][C:4]1[CH:5]=[C:6]([CH2:10][CH2:11][C:12]#[N:13])[CH:7]=[C:8]([CH3:9])[C:3]=1[O:2][CH3:1].